From a dataset of Reaction yield outcomes from USPTO patents with 853,638 reactions. Predict the reaction yield, written as a fraction of the theoretical maximum amount of product (1.0 means a 100% yield; for example, 0.34 means a 34% yield). (1) The reactants are [CH:1]1([CH2:4][N:5]2[C:10]([CH:11]=[N:12][N:13]([CH3:15])[CH3:14])=[CH:9][C:8](=[O:16])[N:7]([CH2:17][CH:18]3[CH2:20][CH2:19]3)[C:6]2=[O:21])[CH2:3][CH2:2]1.[C:22]([O:26][CH3:27])(=[O:25])[CH:23]=[CH2:24]. The catalyst is C(#N)C.C([O-])(=O)C.[Pd+2].C([O-])(=O)C. The product is [CH:1]1([CH2:4][N:5]2[C:10]([CH:11]=[N:12][N:13]([CH3:15])[CH3:14])=[C:9](/[CH:24]=[CH:23]/[C:22]([O:26][CH3:27])=[O:25])[C:8](=[O:16])[N:7]([CH2:17][CH:18]3[CH2:20][CH2:19]3)[C:6]2=[O:21])[CH2:2][CH2:3]1. The yield is 0.258. (2) The reactants are [F:1][C:2]1[C:3]([NH:12][C:13]2[CH:18]=[CH:17][C:16]([I:19])=[CH:15][C:14]=2[F:20])=[C:4]([CH:8]=[CH:9][C:10]=1[F:11])[C:5]([OH:7])=O.[NH2:21][C:22]1[N:27]=[C:26]([C:28]2([OH:32])[CH2:31][NH:30][CH2:29]2)[CH:25]=[CH:24][N:23]=1.F[P-](F)(F)(F)(F)F.N1(O[P+](N2CCCC2)(N2CCCC2)N2CCCC2)C2C=CC=CC=2N=N1.C(N(CC)C(C)C)(C)C. The catalyst is CN(C)C=O. The product is [NH2:21][C:22]1[N:27]=[C:26]([C:28]2([OH:32])[CH2:31][N:30]([C:5]([C:4]3[CH:8]=[CH:9][C:10]([F:11])=[C:2]([F:1])[C:3]=3[NH:12][C:13]3[CH:18]=[CH:17][C:16]([I:19])=[CH:15][C:14]=3[F:20])=[O:7])[CH2:29]2)[CH:25]=[CH:24][N:23]=1. The yield is 0.0700. (3) The reactants are [N:1]([C:4]1[CH:9]=[CH:8][CH:7]=[CH:6][N:5]=1)=[C:2]=[O:3].[H-].[Na+].[CH2:12]([O:14][C:15](=[O:32])[CH:16]([C:22]([NH:24][CH2:25][C:26]1[CH:31]=[CH:30][CH:29]=[CH:28][CH:27]=1)=[O:23])[C:17](OCC)=[O:18])[CH3:13]. The catalyst is O1CCOCC1.ClCCl. The product is [OH:18][C:17]1[N:1]([C:4]2[CH:9]=[CH:8][CH:7]=[CH:6][N:5]=2)[C:2](=[O:3])[N:24]([CH2:25][C:26]2[CH:27]=[CH:28][CH:29]=[CH:30][CH:31]=2)[C:22](=[O:23])[C:16]=1[C:15]([O:14][CH2:12][CH3:13])=[O:32]. The yield is 0.120. (4) The reactants are [NH2:1][N:2]1[C:6]([CH3:7])=[CH:5][CH:4]=[C:3]1[C:8]([NH:10][C:11]1[CH:16]=[CH:15][CH:14]=[CH:13][CH:12]=1)=[O:9].[C:17]([O:21][C:22]([NH:24][C@@H:25]([CH3:29])[C:26](O)=[O:27])=[O:23])([CH3:20])([CH3:19])[CH3:18]. No catalyst specified. The product is [CH3:7][C:6]1[N:2]([NH:1][C:26](=[O:27])[C@@H:25]([NH:24][C:22](=[O:23])[O:21][C:17]([CH3:19])([CH3:18])[CH3:20])[CH3:29])[C:3]([C:8](=[O:9])[NH:10][C:11]2[CH:12]=[CH:13][CH:14]=[CH:15][CH:16]=2)=[CH:4][CH:5]=1. The yield is 0.590. (5) The reactants are CC(C)([O-])C.[K+].[C:7]1([S:13][C:14]2[NH:15][CH:16]=[CH:17][CH:18]=2)[CH:12]=[CH:11][CH:10]=[CH:9][CH:8]=1.Br[CH2:20][C:21]([O:23]CC)=[O:22].O. The catalyst is C1COCC1.C1OCCOCCOCCOCCOCCOC1. The product is [C:7]1([S:13][C:14]2[N:15]([CH2:20][C:21]([OH:23])=[O:22])[CH:16]=[CH:17][CH:18]=2)[CH:8]=[CH:9][CH:10]=[CH:11][CH:12]=1. The yield is 0.960. (6) The yield is 0.300. The reactants are C(OC([NH:8][C@H:9]([CH2:46][C:47]1[CH:52]=[CH:51][CH:50]=[CH:49][CH:48]=1)[CH2:10][N:11]([CH2:29][C@@H:30]([NH:38]C(OC(C)(C)C)=O)[CH2:31][C:32]1[CH:37]=[CH:36][CH:35]=[CH:34][CH:33]=1)C(OCC1C2C=CC=CC=2C2C1=CC=CC=2)=O)=O)(C)(C)C.FC(F)(F)[C:55]([OH:57])=[O:56].[C:60](=[O:78])([O:71][CH2:72][C:73]1[S:77][CH:76]=[N:75][CH:74]=1)OC1C=CC([N+]([O-])=O)=CC=1. The product is [S:77]1[C:73]([CH2:72][O:57][C:55]([NH:38][C@H:30]([CH2:31][C:32]2[CH:33]=[CH:34][CH:35]=[CH:36][CH:37]=2)[CH2:29][NH:11][CH2:10][C@@H:9]([NH:8][C:60]([O:71][CH2:72][C:73]2[S:77][CH:76]=[N:75][CH:74]=2)=[O:78])[CH2:46][C:47]2[CH:48]=[CH:49][CH:50]=[CH:51][CH:52]=2)=[O:56])=[CH:74][N:75]=[CH:76]1. The catalyst is ClCCl.C(OCC)(=O)C. (7) The reactants are C(N(CC)CC)C.Br[CH2:9][C:10]([O:12][CH2:13][CH3:14])=[O:11].[F:15][CH2:16][C:17]1[N:18]([C:23]2[C:32]3[CH2:31][CH2:30][CH2:29][CH2:28][C:27]=3[C:26]([CH3:33])=[CH:25][CH:24]=2)[C:19]([SH:22])=[N:20][N:21]=1. The catalyst is ClCCl. The product is [F:15][CH2:16][C:17]1[N:18]([C:23]2[C:32]3[CH2:31][CH2:30][CH2:29][CH2:28][C:27]=3[C:26]([CH3:33])=[CH:25][CH:24]=2)[C:19]([S:22][CH2:9][C:10]([O:12][CH2:13][CH3:14])=[O:11])=[N:20][N:21]=1. The yield is 0.890. (8) The reactants are [Sn](Cl)[Cl:2].[N+:4]([C:7]1[CH:12]=[CH:11][CH:10]=[CH:9][C:8]=1[NH:13][C:14]1[CH:21]=[CH:20][C:19]([C:22]([F:25])([F:24])[F:23])=[CH:18][C:15]=1[C:16]#[N:17])([O-])=O. The catalyst is Cl.C(O)C. The product is [ClH:2].[F:23][C:22]([F:25])([F:24])[C:19]1[CH:20]=[CH:21][C:14]2[NH:13][C:8]3[CH:9]=[CH:10][CH:11]=[CH:12][C:7]=3[N:4]=[C:16]([NH2:17])[C:15]=2[CH:18]=1. The yield is 0.900. (9) The reactants are [NH2:1][C:2]1[CH:10]=[C:9]2[C:5]([CH2:6][O:7][C:8]2=[C:11]2[C:19]3[C:14](=[CH:15][CH:16]=[CH:17][CH:18]=3)[NH:13][C:12]2=[O:20])=[CH:4][CH:3]=1.Br[CH2:22][CH2:23][CH2:24][OH:25]. The catalyst is CN(C=O)C.S([O-])([O-])(=O)=O.[Ag+2]. The product is [OH:25][CH2:24][CH2:23][CH2:22][NH:1][C:2]1[CH:10]=[C:9]2[C:5]([CH2:6][O:7][C:8]2=[C:11]2[C:19]3[C:14](=[CH:15][CH:16]=[CH:17][CH:18]=3)[NH:13][C:12]2=[O:20])=[CH:4][CH:3]=1. The yield is 0.100. (10) The reactants are [F:1][C:2]([F:17])([F:16])[C:3]1[N:8]=[CH:7][C:6]([C:9]2[CH:14]=[CH:13][NH:12][C:11](=[O:15])[CH:10]=2)=[CH:5][N:4]=1.Br[C:19]1[CH:20]=[CH:21][C:22]2[C:23]3[CH2:32][N:31]([C:33]([O:35][C:36]([CH3:39])([CH3:38])[CH3:37])=[O:34])[CH2:30][CH2:29][C:24]=3[N:25]([CH3:28])[C:26]=2[CH:27]=1. No catalyst specified. The product is [CH3:28][N:25]1[C:26]2[CH:27]=[C:19]([N:12]3[CH:13]=[CH:14][C:9]([C:6]4[CH:5]=[N:4][C:3]([C:2]([F:1])([F:16])[F:17])=[N:8][CH:7]=4)=[CH:10][C:11]3=[O:15])[CH:20]=[CH:21][C:22]=2[C:23]2[CH2:32][N:31]([C:33]([O:35][C:36]([CH3:39])([CH3:38])[CH3:37])=[O:34])[CH2:30][CH2:29][C:24]1=2. The yield is 0.240.